From a dataset of CYP2C9 inhibition data for predicting drug metabolism from PubChem BioAssay. Regression/Classification. Given a drug SMILES string, predict its absorption, distribution, metabolism, or excretion properties. Task type varies by dataset: regression for continuous measurements (e.g., permeability, clearance, half-life) or binary classification for categorical outcomes (e.g., BBB penetration, CYP inhibition). Dataset: cyp2c9_veith. (1) The drug is Cc1ccccc1/C=C1\OC(=O)c2ccccc21. The result is 0 (non-inhibitor). (2) The drug is C[C@@H]1C(=O)NC2=Nc3cccc(Cl)c3CN21. The result is 0 (non-inhibitor).